This data is from Reaction yield outcomes from USPTO patents with 853,638 reactions. The task is: Predict the reaction yield, written as a fraction of the theoretical maximum amount of product (1.0 means a 100% yield; for example, 0.34 means a 34% yield). (1) The reactants are Cl[C:2]1[N:3]=[C:4]([N:19]2[CH2:24][CH2:23][O:22][CH2:21][CH2:20]2)[C:5]2[N:10]=[N:9][N:8]([CH2:11][CH2:12][CH2:13][N:14]3[CH2:18][CH2:17][CH2:16][CH2:15]3)[C:6]=2[N:7]=1.[OH:25][C:26]1[CH:27]=[C:28](B(O)O)[CH:29]=[CH:30][CH:31]=1. No catalyst specified. The product is [N:19]1([C:4]2[C:5]3[N:10]=[N:9][N:8]([CH2:11][CH2:12][CH2:13][N:14]4[CH2:18][CH2:17][CH2:16][CH2:15]4)[C:6]=3[N:7]=[C:2]([C:30]3[CH:31]=[C:26]([OH:25])[CH:27]=[CH:28][CH:29]=3)[N:3]=2)[CH2:24][CH2:23][O:22][CH2:21][CH2:20]1. The yield is 0.580. (2) The reactants are [Br:1][C:2]1[CH:7]=[CH:6][C:5]([S:8]([N:11]([CH3:13])[CH3:12])(=[O:10])=[O:9])=C(C#N)[CH:3]=1.[OH-:16].[Na+].[O:18]1[CH2:23][CH2:22]OCC1. No catalyst specified. The product is [Br:1][C:2]1[CH:7]=[CH:6][C:5]([S:8](=[O:10])(=[O:9])[N:11]([CH3:13])[CH3:12])=[C:22]([CH:3]=1)[C:23]([OH:18])=[O:16]. The yield is 0.340. (3) The reactants are [OH:1][C:2]1[C:7]([O:8][CH3:9])=[CH:6][CH:5]=[CH:4][C:3]=1[C:10]([C:12]1[CH:17]=[CH:16][C:15]([O:18][CH2:19][C:20]2[N:21]=[C:22]([C:26]3[CH:31]=[CH:30][CH:29]=[CH:28][CH:27]=3)[O:23][C:24]=2[CH3:25])=[CH:14][CH:13]=1)=[O:11].O[C@@H:33]([CH3:38])[C:34]([O:36]C)=[O:35].C1(P(C2C=CC=CC=2)C2C=CC=CC=2)C=CC=CC=1.N(C(OCC)=O)=NC(OCC)=O. The catalyst is ClCCl. The product is [CH3:9][O:8][C:7]1[C:2]([O:1][C@H:33]([CH3:38])[C:34]([OH:36])=[O:35])=[C:3]([C:10](=[O:11])[C:12]2[CH:13]=[CH:14][C:15]([O:18][CH2:19][C:20]3[N:21]=[C:22]([C:26]4[CH:31]=[CH:30][CH:29]=[CH:28][CH:27]=4)[O:23][C:24]=3[CH3:25])=[CH:16][CH:17]=2)[CH:4]=[CH:5][CH:6]=1. The yield is 0.610. (4) The reactants are [CH2:1]([N:8]1[C:14](=[O:15])[C:13]2[CH:16]=[CH:17][C:18](F)=[N:19][C:12]=2[O:11][CH2:10][CH2:9]1)[C:2]1[CH:7]=[CH:6][CH:5]=[CH:4][CH:3]=1.[Cl:21][C:22]1[CH:27]=[CH:26][CH:25]=[CH:24][C:23]=1[OH:28].C(=O)([O-])[O-].[K+].[K+].CN(C=O)C. The catalyst is O. The product is [CH2:1]([N:8]1[C:14](=[O:15])[C:13]2[CH:16]=[CH:17][C:18]([O:28][C:23]3[CH:24]=[CH:25][CH:26]=[CH:27][C:22]=3[Cl:21])=[N:19][C:12]=2[O:11][CH2:10][CH2:9]1)[C:2]1[CH:7]=[CH:6][CH:5]=[CH:4][CH:3]=1. The yield is 0.840. (5) The reactants are [Cl:1][C:2]1[CH:3]=[C:4]([C:8](=[O:12])[CH:9](Br)[CH3:10])[CH:5]=[CH:6][CH:7]=1.[NH2:13][C:14]([CH3:18])([CH3:17])[CH2:15][OH:16]. The catalyst is C(#N)C.C(OCC)(=O)C. The product is [OH:12][C:8]1([C:4]2[CH:5]=[CH:6][CH:7]=[C:2]([Cl:1])[CH:3]=2)[O:16][CH2:15][C:14]([CH3:18])([CH3:17])[NH:13][CH:9]1[CH3:10]. The yield is 0.900. (6) The reactants are [CH3:1][O:2][C:3]1[CH:4]=[C:5]([C:8]([O:11]COC)=[CH:9][N:10]=1)[CH:6]=[O:7].Cl.[C:16]([O-])([O-])=[O:17].[K+].[K+].C1[CH2:26][O:25][CH2:24]C1. The catalyst is O. The product is [OH:11][C:8]1[C:5]([CH:6]=[O:7])=[CH:4][C:3]([O:2][CH2:1][CH2:24][O:25][CH3:26])=[N:10][CH:9]=1.[OH:11][C:8]1[CH:9]=[N:10][C:3]([O:2][CH2:1][CH2:24][O:25][CH3:26])=[C:4]([CH:5]=1)[CH:16]=[O:17]. The yield is 0.600. (7) The reactants are [Br:1][C:2]1[CH:3]=[C:4]2[C:8](=[CH:9][CH:10]=1)[NH:7][CH:6]=[CH:5]2.[H-].[Na+].S(O[CH2:24][CH:25]1[CH2:31][CH2:30][CH2:29][N:28]([C:32]([O:34][CH2:35][C:36]2[CH:41]=[CH:40][CH:39]=[CH:38][CH:37]=2)=[O:33])[CH2:27][CH2:26]1)(C1C=CC(C)=CC=1)(=O)=O.C(OCC)(=O)C.CCCCCC. The catalyst is CN(C=O)C. The product is [Br:1][C:2]1[CH:3]=[C:4]2[C:8](=[CH:9][CH:10]=1)[N:7]([CH2:24][CH:25]1[CH2:31][CH2:30][CH2:29][N:28]([C:32]([O:34][CH2:35][C:36]3[CH:41]=[CH:40][CH:39]=[CH:38][CH:37]=3)=[O:33])[CH2:27][CH2:26]1)[CH:6]=[CH:5]2. The yield is 0.760. (8) The reactants are [Cl:1][C:2]1[CH:7]=[C:6]([O:8][C:9]2[CH:14]=[C:13]([F:15])[C:12]([N+:16]([O-])=O)=[CH:11][C:10]=2[Cl:19])[CH:5]=[CH:4][N:3]=1.[NH4+].[Cl-]. The catalyst is C1COCC1.CO.[Zn]. The product is [Cl:19][C:10]1[C:9]([O:8][C:6]2[CH:5]=[CH:4][N:3]=[C:2]([Cl:1])[CH:7]=2)=[CH:14][C:13]([F:15])=[C:12]([CH:11]=1)[NH2:16]. The yield is 1.00. (9) The reactants are Br[CH2:2][C:3]([C:5]1[CH:6]=[C:7]([CH:10]=[CH:11][CH:12]=1)[C:8]#[N:9])=O.[Cl:13][C:14]1[N:19]=[N:18][C:17]([NH2:20])=[CH:16][CH:15]=1. The catalyst is CCO. The product is [Cl:13][C:14]1[CH:15]=[CH:16][C:17]2[N:18]([CH:2]=[C:3]([C:5]3[CH:6]=[C:7]([CH:10]=[CH:11][CH:12]=3)[C:8]#[N:9])[N:20]=2)[N:19]=1. The yield is 0.500.